Dataset: Full USPTO retrosynthesis dataset with 1.9M reactions from patents (1976-2016). Task: Predict the reactants needed to synthesize the given product. (1) Given the product [C:1]([O:5][C:6](=[O:33])[CH2:7][N:8]([CH2:9][C:10]([N:12]([N:14]1[CH2:15][C:16]2[C:21](=[CH:20][CH:19]=[CH:18][CH:17]=2)[CH2:22]1)[CH3:13])=[O:11])[C:23]1[CH:28]=[C:27]([C:29]2[O:30][N:38]=[C:36]([CH3:37])[N:31]=2)[CH:26]=[CH:25][C:24]=1[CH3:32])([CH3:4])([CH3:3])[CH3:2], predict the reactants needed to synthesize it. The reactants are: [C:1]([O:5][C:6](=[O:33])[CH2:7][N:8]([C:23]1[CH:28]=[C:27]([C:29]([NH2:31])=[O:30])[CH:26]=[CH:25][C:24]=1[CH3:32])[CH2:9][C:10]([N:12]([N:14]1[CH2:22][C:21]2[C:16](=[CH:17][CH:18]=[CH:19][CH:20]=2)[CH2:15]1)[CH3:13])=[O:11])([CH3:4])([CH3:3])[CH3:2].CO[C:36](OC)([N:38](C)C)[CH3:37]. (2) The reactants are: [CH3:1][C:2]1[CH:7]=[CH:6][N:5]=[CH:4][C:3]=1[N:8]1[CH2:12][CH2:11][NH:10][C:9]1=[O:13].[Cl:14][C:15]1[CH:20]=[C:19](I)[CH:18]=[CH:17][N:16]=1.N[C@@H]1CCCC[C@H]1N.P([O-])([O-])([O-])=O.[K+].[K+].[K+]. Given the product [Cl:14][C:15]1[CH:20]=[C:19]([N:10]2[CH2:11][CH2:12][N:8]([C:3]3[CH:4]=[N:5][CH:6]=[CH:7][C:2]=3[CH3:1])[C:9]2=[O:13])[CH:18]=[CH:17][N:16]=1, predict the reactants needed to synthesize it.